From a dataset of Full USPTO retrosynthesis dataset with 1.9M reactions from patents (1976-2016). Predict the reactants needed to synthesize the given product. (1) Given the product [C:4]1([C:1](=[O:3])[CH:2]=[C:10]([OH:16])[C:11]([OH:13])=[O:12])[CH:9]=[CH:8][CH:7]=[CH:6][CH:5]=1, predict the reactants needed to synthesize it. The reactants are: [C:1]([C:4]1[CH:9]=[CH:8][CH:7]=[CH:6][CH:5]=1)(=[O:3])[CH3:2].[C:10](OCC)(=[O:16])[C:11]([O:13]CC)=[O:12].[H-].[Na+]. (2) Given the product [Cl:27][C:10]1[N:11]=[N:12][C:13]([CH3:14])=[C:8]([C:5]2[CH:6]=[CH:7][C:2]([F:1])=[CH:3][CH:4]=2)[C:9]=1[C:16]1[C:21]([F:22])=[CH:20][C:19]([F:23])=[CH:18][C:17]=1[F:24], predict the reactants needed to synthesize it. The reactants are: [F:1][C:2]1[CH:7]=[CH:6][C:5]([C:8]2[C:13]([CH3:14])=[N:12][NH:11][C:10](=O)[C:9]=2[C:16]2[C:21]([F:22])=[CH:20][C:19]([F:23])=[CH:18][C:17]=2[F:24])=[CH:4][CH:3]=1.P(Cl)(Cl)([Cl:27])=O. (3) Given the product [Br:17][C:14]1[C:9]2[S:8][C:7]([C:1]3[CH:2]=[CH:3][CH:4]=[CH:5][CH:6]=3)=[N:16][C:10]=2[C:11](=[O:15])[NH:12][CH:13]=1, predict the reactants needed to synthesize it. The reactants are: [C:1]1([C:7]2[S:8][C:9]3[CH:14]=[CH:13][NH:12][C:11](=[O:15])[C:10]=3[N:16]=2)[CH:6]=[CH:5][CH:4]=[CH:3][CH:2]=1.[Br:17]Br.O. (4) Given the product [CH:1]1([C@@:4]2([CH3:17])[CH2:8][O:7][C:6](=[O:9])[N:5]2[C:10]2[CH:15]=[CH:14][N:13]=[C:12]([NH:18][C@H:19]([C:21]3[CH:26]=[CH:25][C:24]([CH2:27][OH:28])=[C:23]([F:29])[CH:22]=3)[CH3:20])[N:11]=2)[CH2:3][CH2:2]1, predict the reactants needed to synthesize it. The reactants are: [CH:1]1([C@@:4]2([CH3:17])[CH2:8][O:7][C:6](=[O:9])[N:5]2[C:10]2[CH:15]=[CH:14][N:13]=[C:12](F)[N:11]=2)[CH2:3][CH2:2]1.[NH2:18][C@H:19]([C:21]1[CH:26]=[CH:25][C:24]([CH2:27][OH:28])=[C:23]([F:29])[CH:22]=1)[CH3:20].CCN(C(C)C)C(C)C. (5) Given the product [F:18][C:2]([F:1])([F:19])[C:3]1[CH:8]=[CH:7][C:6]([S:9][C:10]2[CH:11]=[C:12]([CH2:13][OH:14])[CH:15]=[CH:16][CH:17]=2)=[CH:5][CH:4]=1, predict the reactants needed to synthesize it. The reactants are: [F:1][C:2]([F:19])([F:18])[C:3]1[CH:8]=[CH:7][C:6]([S:9][C:10]2[CH:11]=[C:12]([CH:15]=[CH:16][CH:17]=2)[CH:13]=[O:14])=[CH:5][CH:4]=1.[BH4-].[Na+].